From a dataset of Peptide-MHC class I binding affinity with 185,985 pairs from IEDB/IMGT. Regression. Given a peptide amino acid sequence and an MHC pseudo amino acid sequence, predict their binding affinity value. This is MHC class I binding data. (1) The peptide sequence is SLTDRELLL. The MHC is HLA-A25:01 with pseudo-sequence HLA-A25:01. The binding affinity (normalized) is 0.0847. (2) The peptide sequence is GMSPSYVKY. The MHC is Mamu-A20102 with pseudo-sequence Mamu-A20102. The binding affinity (normalized) is 0.277. (3) The peptide sequence is SFNCGGEFF. The MHC is HLA-B53:01 with pseudo-sequence HLA-B53:01. The binding affinity (normalized) is 0.129. (4) The peptide sequence is LFVKKMLPK. The MHC is HLA-A68:01 with pseudo-sequence HLA-A68:01. The binding affinity (normalized) is 0.431.